The task is: Predict which catalyst facilitates the given reaction.. This data is from Catalyst prediction with 721,799 reactions and 888 catalyst types from USPTO. Reactant: FC(F)(F)[C:3](O)=[O:4].F[C:9]1[C:14]([C:15]#[N:16])=[C:13]([CH3:17])[C:12]([C@@H:18]2[O:23][CH2:22][C@H:21]3[CH2:24][NH:25][CH2:26][CH2:27][N:20]3[CH2:19]2)=[CH:11][CH:10]=1.C(=O)([O-])[O-].[Na+].[Na+]. Product: [CH3:3][O:4][C:9]1[C:14]([C:15]#[N:16])=[C:13]([CH3:17])[C:12]([C@@H:18]2[O:23][CH2:22][C@H:21]3[CH2:24][NH:25][CH2:26][CH2:27][N:20]3[CH2:19]2)=[CH:11][CH:10]=1. The catalyst class is: 5.